This data is from Tyrosyl-DNA phosphodiesterase HTS with 341,365 compounds. The task is: Binary Classification. Given a drug SMILES string, predict its activity (active/inactive) in a high-throughput screening assay against a specified biological target. (1) The molecule is Fc1cc(CNC(=O)C2(N(C(C=C2)C)C(=O)C)Cc2ccccc2)cc(c1)C(F)(F)F. The result is 0 (inactive). (2) The drug is Clc1cc(NC(=O)NC(C(C)C)C(OC)=O)c(cc1)C. The result is 0 (inactive). (3) The molecule is FC(F)(F)c1cc(NC(=O)NC(C(C)C)C(O)=O)ccc1. The result is 0 (inactive). (4) The molecule is O1c2c(OC1)ccc(c2)/C=N\NC(=O)CNC(=O)c1ncccc1. The result is 0 (inactive). (5) The molecule is O1CCN(CC1)c1c2c(oc(=O)c1N(C(=O)C)C(=O)C)cccc2. The result is 0 (inactive). (6) The compound is O=C(NNC(=O)c1occc1)C1CCCCC1. The result is 0 (inactive). (7) The result is 0 (inactive). The compound is S1c2c(N(CC(=O)NC3CCCCC3)C(=O)CC1)cccc2. (8) The compound is Clc1c(cc(S(=O)(=O)NCc2occc2)c(c1)C)C. The result is 0 (inactive).